The task is: Predict the reactants needed to synthesize the given product.. This data is from Retrosynthesis with 50K atom-mapped reactions and 10 reaction types from USPTO. (1) The reactants are: CNC.COc1ccc(N(C)c2nc(Cl)nc3ccc([N+](=O)[O-])cc23)cc1. Given the product COc1ccc(N(C)c2nc(N(C)C)nc3ccc([N+](=O)[O-])cc23)cc1, predict the reactants needed to synthesize it. (2) Given the product Oc1ccccc1CNc1ccnc(C(F)(F)F)c1, predict the reactants needed to synthesize it. The reactants are: FC(F)(F)c1cc(Cl)ccn1.NCc1ccccc1O. (3) Given the product C=C1CC(C#N)(COS(C)(=O)=O)C1, predict the reactants needed to synthesize it. The reactants are: C=C1CC(C#N)(CO)C1.CS(=O)(=O)Cl. (4) Given the product O=[N+]([O-])c1ccc(-n2ccnc2)c(F)c1, predict the reactants needed to synthesize it. The reactants are: O=[N+]([O-])c1ccc(F)c(F)c1.c1c[nH]cn1. (5) Given the product O=C(O)CCc1cccc(NC(=O)C(c2ccc(CN3N=C(c4ccccc4)OCC3=O)cc2)C2CCCC2)c1, predict the reactants needed to synthesize it. The reactants are: CCOC(=O)CCc1cccc(NC(=O)C(c2ccc(CN3N=C(c4ccccc4)OCC3=O)cc2)C2CCCC2)c1. (6) Given the product Cc1cc(OCCN2CCCC2=O)cc(C)c1-c1cccc(CNc2ccc(CCC(=O)O)c(F)c2)c1, predict the reactants needed to synthesize it. The reactants are: Cc1cc(OCCN2CCCC2=O)cc(C)c1-c1cccc(CNc2ccc(CCC(=O)OC(C)(C)C)c(F)c2)c1. (7) Given the product CCOC(=O)c1cc(C(=O)N2CCC[C@@H]2C)n2c1COCC2, predict the reactants needed to synthesize it. The reactants are: CCOC(=O)c1cc(C(=O)O)n2c1COCC2.C[C@H]1CCCN1.